This data is from Forward reaction prediction with 1.9M reactions from USPTO patents (1976-2016). The task is: Predict the product of the given reaction. The product is: [CH2:2]([O:4][C:5]([C:7]1[C:8]2[S:16][CH:15]=[C:14]([CH2:17][O:18][C:19]3[CH:24]=[CH:23][CH:22]=[C:21]([CH2:25][CH2:26][C:27]4[CH:28]=[CH:29][C:30]([Cl:33])=[CH:31][CH:32]=4)[CH:20]=3)[C:9]=2[C:10]([NH2:1])=[N:11][CH:12]=1)=[O:6])[CH3:3]. Given the reactants [NH3:1].[CH2:2]([O:4][C:5]([C:7]1[C:8]2[S:16][CH:15]=[C:14]([CH2:17][O:18][C:19]3[CH:24]=[CH:23][CH:22]=[C:21]([CH2:25][CH2:26][C:27]4[CH:32]=[CH:31][C:30]([Cl:33])=[CH:29][CH:28]=4)[CH:20]=3)[C:9]=2[C:10](Cl)=[N:11][CH:12]=1)=[O:6])[CH3:3], predict the reaction product.